Dataset: Reaction yield outcomes from USPTO patents with 853,638 reactions. Task: Predict the reaction yield, written as a fraction of the theoretical maximum amount of product (1.0 means a 100% yield; for example, 0.34 means a 34% yield). The product is [Cl:1][C:2]1[CH:3]=[C:4]([C:21]2[CH:26]=[CH:25][CH:24]=[CH:23][CH:22]=2)[C:5]2[O:10][CH:9]([C:11]([F:13])([F:12])[F:14])[C:8]([C:15]([OH:17])=[O:16])=[CH:7][C:6]=2[CH:20]=1. The reactants are [Cl:1][C:2]1[CH:3]=[C:4]([C:21]2[CH:26]=[CH:25][CH:24]=[CH:23][CH:22]=2)[C:5]2[O:10][CH:9]([C:11]([F:14])([F:13])[F:12])[C:8]([C:15]([O:17]CC)=[O:16])=[CH:7][C:6]=2[CH:20]=1.CO.[OH-].[Na+]. The yield is 0.460. The catalyst is C1COCC1.